From a dataset of Catalyst prediction with 721,799 reactions and 888 catalyst types from USPTO. Predict which catalyst facilitates the given reaction. (1) Reactant: O/[C:2](=[CH:8]\[C:9]([C:11]1[CH:12]=[N:13][CH:14]=[C:15]([CH3:17])[CH:16]=1)=O)/[C:3]([O:5][CH2:6][CH3:7])=[O:4].[S:18]1[CH:22]=[CH:21][CH:20]=[C:19]1[C:23]1[CH:27]=[C:26]([NH2:28])[O:25][N:24]=1. Product: [CH3:17][C:15]1[CH:16]=[C:11]([C:9]2[CH:8]=[C:2]([C:3]([O:5][CH2:6][CH3:7])=[O:4])[C:27]3[C:23]([C:19]4[S:18][CH:22]=[CH:21][CH:20]=4)=[N:24][O:25][C:26]=3[N:28]=2)[CH:12]=[N:13][CH:14]=1. The catalyst class is: 15. (2) Reactant: CS[C:3](SC)=[C:4]1[C:13](=[O:14])[C:12]([CH3:20])([CH2:15][CH2:16][CH:17]([CH3:19])[CH3:18])[C:11]2[C:6](=[CH:7][CH:8]=[CH:9][CH:10]=2)[C:5]1=[O:21].[NH2:24][C:25]1[CH:30]=[CH:29][CH:28]=[CH:27][C:26]=1[S:31]([NH2:34])(=[O:33])=[O:32]. Product: [O:32]=[S:31]1(=[O:33])[C:26]2[CH:27]=[CH:28][CH:29]=[CH:30][C:25]=2[NH:24][C:3]([C:4]2[C:13](=[O:14])[C:12]([CH3:20])([CH2:15][CH2:16][CH:17]([CH3:18])[CH3:19])[C:11]3[C:6]([C:5]=2[OH:21])=[CH:7][CH:8]=[CH:9][CH:10]=3)=[N:34]1. The catalyst class is: 11. (3) Reactant: Cl.Cl.[N:3]1[C:11]2[CH:10]=[CH:9][N:8]=[CH:7][C:6]=2[O:5][C:4]=1[NH:12][CH:13]1[CH2:18][CH2:17][NH:16][CH2:15][CH2:14]1.[CH2:19]([O:21][C:22]1[CH:23]=[C:24]([CH:27]=[CH:28][C:29]=1[O:30][CH3:31])[CH:25]=O)[CH3:20].C([BH3-])#N.[Na+].C(N(C(C)C)C(C)C)C. Product: [CH2:19]([O:21][C:22]1[CH:23]=[C:24]([CH:27]=[CH:28][C:29]=1[O:30][CH3:31])[CH2:25][N:16]1[CH2:17][CH2:18][CH:13]([NH:12][C:4]2[O:5][C:6]3[CH:7]=[N:8][CH:9]=[CH:10][C:11]=3[N:3]=2)[CH2:14][CH2:15]1)[CH3:20]. The catalyst class is: 212.